The task is: Predict the reaction yield, written as a fraction of the theoretical maximum amount of product (1.0 means a 100% yield; for example, 0.34 means a 34% yield).. This data is from Reaction yield outcomes from USPTO patents with 853,638 reactions. (1) The reactants are [CH:1]1[C:14]2[CH:13]=[C:12](B(O)O)[C:11]3[C:6](=[CH:7][CH:8]=[CH:9][CH:10]=3)[C:5]=2[CH:4]=[CH:3][CH:2]=1.[Br:18][C:19]1[CH:28]=[CH:27][C:26]2[C:21](=[CH:22][CH:23]=[C:24](Br)[CH:25]=2)[CH:20]=1.C(=O)([O-])[O-].[Na+].[Na+]. The catalyst is [Pd].C1(P(C2C=CC=CC=2)C2C=CC=CC=2)C=CC=CC=1.C1(P(C2C=CC=CC=2)C2C=CC=CC=2)C=CC=CC=1.C1(P(C2C=CC=CC=2)C2C=CC=CC=2)C=CC=CC=1.C1(P(C2C=CC=CC=2)C2C=CC=CC=2)C=CC=CC=1.C(COC)OC. The product is [Br:18][C:19]1[CH:20]=[C:21]2[C:26](=[CH:27][CH:28]=1)[CH:25]=[C:24]([C:12]1[C:11]3[C:6]([C:5]4[CH:4]=[CH:3][CH:2]=[CH:1][C:14]=4[CH:13]=1)=[CH:7][CH:8]=[CH:9][CH:10]=3)[CH:23]=[CH:22]2. The yield is 0.290. (2) The reactants are [F:1][C:2]1[CH:7]=[CH:6][C:5]([C:8]2[N:13]=[C:12]3[NH:14][N:15]=[CH:16][C:11]3=[C:10]([CH:17]3[CH2:22][CH2:21][NH:20][CH2:19][CH2:18]3)[C:9]=2[C:23]2[CH:28]=[CH:27][N:26]=[CH:25][CH:24]=2)=[CH:4][CH:3]=1.[OH-].[Na+].[CH:31](O)=O. The catalyst is C=O. The product is [F:1][C:2]1[CH:3]=[CH:4][C:5]([C:8]2[N:13]=[C:12]3[NH:14][N:15]=[CH:16][C:11]3=[C:10]([CH:17]3[CH2:18][CH2:19][N:20]([CH3:31])[CH2:21][CH2:22]3)[C:9]=2[C:23]2[CH:24]=[CH:25][N:26]=[CH:27][CH:28]=2)=[CH:6][CH:7]=1. The yield is 0.190. (3) The reactants are [Br:1][C:2]1[CH:7]=[CH:6][C:5]([C:8]2([CH2:23][OH:24])[C:16]3[C:11](=[CH:12][CH:13]=[CH:14][CH:15]=3)[N:10]([CH2:17][CH2:18][CH2:19][CH2:20][CH3:21])[C:9]2=[O:22])=[C:4](O)[CH:3]=1.ClC1C=CC(Cl)=C2C=1C(C1C(O)=CC3OCOC=3C=1)(CO)C(=O)N2CCCCC. No catalyst specified. The product is [Br:1][C:2]1[CH:3]=[CH:4][C:5]2[C:8]3([CH2:23][O:24][C:6]=2[CH:7]=1)[C:16]1[C:11](=[CH:12][CH:13]=[CH:14][CH:15]=1)[N:10]([CH2:17][CH2:18][CH2:19][CH2:20][CH3:21])[C:9]3=[O:22]. The yield is 0.820. (4) The product is [CH3:9][C:8]1[C:7]2[C:2](=[N:3][CH:4]=[CH:5][CH:6]=2)[NH:13][N:12]=1. The yield is 0.720. The reactants are Cl[C:2]1[C:7]([C:8](=O)[CH3:9])=[CH:6][CH:5]=[CH:4][N:3]=1.O.[NH2:12][NH2:13]. The catalyst is C(O)CCC. (5) The reactants are [NH2:1][C:2]1[CH:3]=[C:4]2[C:9](=[CH:10][CH:11]=1)[N:8]=[CH:7][C:6]([C:12]#[N:13])=[C:5]2[NH:14][C:15]1[CH:20]=[CH:19][C:18]([F:21])=[C:17]([Cl:22])[CH:16]=1.[N+:23]([C:26]1[O:30][C:29]([CH:31]=O)=[CH:28][CH:27]=1)([O-:25])=[O:24].[BH3-]C#N.[Na+]. The catalyst is CCO. The product is [Cl:22][C:17]1[CH:16]=[C:15]([NH:14][C:5]2[C:4]3[C:9](=[CH:10][CH:11]=[C:2]([NH:1][CH2:31][C:29]4[O:30][C:26]([N+:23]([O-:25])=[O:24])=[CH:27][CH:28]=4)[CH:3]=3)[N:8]=[CH:7][C:6]=2[C:12]#[N:13])[CH:20]=[CH:19][C:18]=1[F:21]. The yield is 0.390. (6) The reactants are Br[CH2:2][C:3]([O:5][CH2:6][CH3:7])=[O:4].C(=O)([O-])[O-].[K+].[K+].[CH3:14][C:15]1[C:24]2[C:19](=[CH:20][C:21]([CH3:25])=[CH:22][CH:23]=2)[C:18]([N:26]2[CH:30]=[N:29][N:28]=[C:27]2[SH:31])=[CH:17][CH:16]=1.CN(C=O)C. The catalyst is C1COCC1.O. The product is [CH3:14][C:15]1[C:24]2[C:19](=[CH:20][C:21]([CH3:25])=[CH:22][CH:23]=2)[C:18]([N:26]2[CH:30]=[N:29][N:28]=[C:27]2[S:31][CH2:2][C:3]([O:5][CH2:6][CH3:7])=[O:4])=[CH:17][CH:16]=1. The yield is 0.860. (7) The reactants are [C:1](O)(C(F)(F)F)=[O:2].[C:8]1([C:14]2[CH:19]=[C:18]([CH:20]3[CH2:25][NH:24][S:23](=[O:27])(=[O:26])[NH:22][CH2:21]3)[CH:17]=[CH:16][C:15]=2[NH:28][C:29]([C:31]2[N:32](COCC[Si](C)(C)C)[CH:33]=[C:34]([C:36]#[N:37])[N:35]=2)=[O:30])[CH2:13][CH2:12][CH2:11][CH2:10][CH:9]=1. The catalyst is C(Cl)Cl.CCO. The product is [C:8]1([C:14]2[CH:19]=[C:18]([CH:20]3[CH2:25][NH:24][S:23](=[O:26])(=[O:27])[NH:22][CH2:21]3)[C:17]([CH2:1][OH:2])=[CH:16][C:15]=2[NH:28][C:29]([C:31]2[NH:32][CH:33]=[C:34]([C:36]#[N:37])[N:35]=2)=[O:30])[CH2:13][CH2:12][CH2:11][CH2:10][CH:9]=1. The yield is 0.460.